From a dataset of Reaction yield outcomes from USPTO patents with 853,638 reactions. Predict the reaction yield, written as a fraction of the theoretical maximum amount of product (1.0 means a 100% yield; for example, 0.34 means a 34% yield). (1) The reactants are Br[C:2]1[CH:3]=[C:4]([NH:10][C:11]2[CH:16]=[N:15][CH:14]=[CH:13][N:12]=2)[C:5](=[O:9])[N:6]([CH3:8])[CH:7]=1.[B:17]1([B:17]2[O:21][C:20]([CH3:23])([CH3:22])[C:19]([CH3:25])([CH3:24])[O:18]2)[O:21][C:20]([CH3:23])([CH3:22])[C:19]([CH3:25])([CH3:24])[O:18]1.CC(C1C=C(C(C)C)C(C2C=CC=CC=2P(C2CCCCC2)C2CCCCC2)=C(C(C)C)C=1)C.C([O-])(=O)C.[K+]. The catalyst is C1C=CC(/C=C/C(/C=C/C2C=CC=CC=2)=O)=CC=1.C1C=CC(/C=C/C(/C=C/C2C=CC=CC=2)=O)=CC=1.C1C=CC(/C=C/C(/C=C/C2C=CC=CC=2)=O)=CC=1.[Pd].[Pd].O1CCOCC1. The product is [CH3:8][N:6]1[CH:7]=[C:2]([B:17]2[O:21][C:20]([CH3:23])([CH3:22])[C:19]([CH3:25])([CH3:24])[O:18]2)[CH:3]=[C:4]([NH:10][C:11]2[CH:16]=[N:15][CH:14]=[CH:13][N:12]=2)[C:5]1=[O:9]. The yield is 0.900. (2) The reactants are [Br:1][C:2]1[CH:3]=[C:4]([CH:19]=[C:20]([O:22][C:23]2[CH:28]=[CH:27][C:26]([C:29]([F:32])([F:31])[F:30])=[CH:25][N:24]=2)[CH:21]=1)[CH:5]=[C:6]1[CH2:11][CH2:10][N:9](C(OC(C)(C)C)=O)[CH2:8][CH2:7]1.FC(F)(F)C(O)=O. The catalyst is C(Cl)Cl. The product is [Br:1][C:2]1[CH:21]=[C:20]([CH:19]=[C:4]([CH:5]=[C:6]2[CH2:11][CH2:10][NH:9][CH2:8][CH2:7]2)[CH:3]=1)[O:22][C:23]1[CH:28]=[CH:27][C:26]([C:29]([F:32])([F:31])[F:30])=[CH:25][N:24]=1. The yield is 1.00. (3) The reactants are Br[CH:2]1[CH2:19][CH2:18][C:5]2=[C:6]([C:13]([O:15][CH2:16][CH3:17])=[O:14])[S:7][C:8]([S:9][CH:10]([CH3:12])[CH3:11])=[C:4]2[C:3]1=[O:20].[N-:21]=[N+:22]=[N-:23].[Na+]. The catalyst is CN(C)C=O.O. The product is [N:21]([CH:2]1[CH2:19][CH2:18][C:5]2=[C:6]([C:13]([O:15][CH2:16][CH3:17])=[O:14])[S:7][C:8]([S:9][CH:10]([CH3:12])[CH3:11])=[C:4]2[C:3]1=[O:20])=[N+:22]=[N-:23]. The yield is 0.742. (4) The reactants are [C:1](OC(=O)C)(=[O:3])[CH3:2].[F:8][C:9]([F:29])([F:28])[C:10]1[CH:11]=[CH:12][C:13]([O:16][C:17]2[CH:27]=[CH:26][C:20]([O:21][CH:22]([CH3:25])[CH2:23][OH:24])=[CH:19][CH:18]=2)=[N:14][CH:15]=1.C(N(CC)CC)C. The catalyst is C(Cl)Cl. The product is [C:1]([O:24][CH2:23][CH:22]([O:21][C:20]1[CH:26]=[CH:27][C:17]([O:16][C:13]2[CH:12]=[CH:11][C:10]([C:9]([F:28])([F:8])[F:29])=[CH:15][N:14]=2)=[CH:18][CH:19]=1)[CH3:25])(=[O:3])[CH3:2]. The yield is 0.850. (5) The yield is 0.850. The catalyst is CN(C)C=O. The reactants are [CH2:1]([O:8][C:9]1[CH:14]=[C:13]([O:15][CH2:16][C:17]2[CH:22]=[CH:21][CH:20]=[CH:19][CH:18]=2)[CH:12]=[CH:11][C:10]=1[C:23]1[NH:27][C:26]2[CH:28]=[C:29]([C:31]([O:33][CH3:34])=[O:32])[S:30][C:25]=2[CH:24]=1)[C:2]1[CH:7]=[CH:6][CH:5]=[CH:4][CH:3]=1.[H-].[Na+].Br[CH:38]1[CH2:43][CH2:42][CH2:41][CH:40]=[CH:39]1.C(OCC)(=O)C. The product is [CH2:1]([O:8][C:9]1[CH:14]=[C:13]([O:15][CH2:16][C:17]2[CH:22]=[CH:21][CH:20]=[CH:19][CH:18]=2)[CH:12]=[CH:11][C:10]=1[C:23]1[NH:27][C:26]2[CH:28]=[C:29]([C:31]([O:33][CH3:34])=[O:32])[S:30][C:25]=2[C:24]=1[CH:43]1[CH2:42][CH2:41][CH2:40][CH:39]=[CH:38]1)[C:2]1[CH:3]=[CH:4][CH:5]=[CH:6][CH:7]=1. (6) The reactants are C[Si](Cl)(C)C.Cl[C:7]([F:18])([F:17])[C:8]([C:10]1[CH:15]=[CH:14][CH:13]=[CH:12][C:11]=1[CH3:16])=[O:9].[I:19]I.O. The catalyst is C(#N)C.[Zn]. The product is [F:17][C:7]([F:18])([I:19])[C:8]([C:10]1[CH:15]=[CH:14][CH:13]=[CH:12][C:11]=1[CH3:16])=[O:9]. The yield is 0.460.